Dataset: Reaction yield outcomes from USPTO patents with 853,638 reactions. Task: Predict the reaction yield, written as a fraction of the theoretical maximum amount of product (1.0 means a 100% yield; for example, 0.34 means a 34% yield). The reactants are Br[C:2]1[CH:7]=[CH:6][C:5]([OH:8])=[CH:4][CH:3]=1.[CH3:9][NH:10][CH2:11][CH2:12][C:13]1[CH:18]=[CH:17][CH:16]=[CH:15][CH:14]=1.[Li+].C[Si]([N-][Si](C)(C)C)(C)C. The catalyst is C1(C)C=CC=CC=1.C1C=CC(/C=C/C(/C=C/C2C=CC=CC=2)=O)=CC=1.C1C=CC(/C=C/C(/C=C/C2C=CC=CC=2)=O)=CC=1.C1C=CC(/C=C/C(/C=C/C2C=CC=CC=2)=O)=CC=1.[Pd].[Pd].C1(P(C2CCCCC2)C2C=CC=CC=2C2C=CC=CC=2)CCCCC1. The product is [CH3:9][N:10]([CH2:11][CH2:12][C:13]1[CH:18]=[CH:17][CH:16]=[CH:15][CH:14]=1)[C:2]1[CH:7]=[CH:6][C:5]([OH:8])=[CH:4][CH:3]=1. The yield is 0.580.